This data is from Reaction yield outcomes from USPTO patents with 853,638 reactions. The task is: Predict the reaction yield, written as a fraction of the theoretical maximum amount of product (1.0 means a 100% yield; for example, 0.34 means a 34% yield). (1) The reactants are [F:1][C:2]1[CH:7]=[CH:6][C:5]([NH:8][C:9](=[O:23])[CH2:10][C:11]2[C:19]3[C:14](=[CH:15][CH:16]=[C:17]([O:20][CH3:21])[CH:18]=3)[NH:13][C:12]=2[CH3:22])=[CH:4][CH:3]=1.[H-].[Na+].[Cl:26][C:27]1[CH:35]=[CH:34][C:30]([C:31](Cl)=[O:32])=[C:29]([N+:36]([O-:38])=[O:37])[CH:28]=1. The catalyst is CN(C=O)C.C(Cl)Cl. The product is [Cl:26][C:27]1[CH:35]=[CH:34][C:30]([C:31]([N:13]2[C:14]3[C:19](=[CH:18][C:17]([O:20][CH3:21])=[CH:16][CH:15]=3)[C:11]([CH2:10][C:9]([NH:8][C:5]3[CH:4]=[CH:3][C:2]([F:1])=[CH:7][CH:6]=3)=[O:23])=[C:12]2[CH3:22])=[O:32])=[C:29]([N+:36]([O-:38])=[O:37])[CH:28]=1. The yield is 0.320. (2) The reactants are C1N=[CH:4][N:3]([C:6]([N:8]2C=N[CH:10]=[CH:9]2)=[O:7])C=1.C(N(CC)CC)C.[F:20][C:21]1[CH:27]=[C:26]([I:28])[CH:25]=CC=1N.CN. The catalyst is CN(C)C=O.CO.O.C1(C)C=CC=CC=1. The product is [F:20][C:21]1[CH:27]=[C:26]([I:28])[CH:25]=[CH:10][C:9]=1[NH:8][C:6]([NH:3][CH3:4])=[O:7]. The yield is 0.948. (3) The reactants are [Cl:1][C:2]1[CH:16]=[CH:15][C:14]([Cl:17])=[CH:13][C:3]=1[C:4]([C:6]1[CH:11]=[CH:10][C:9](F)=[CH:8][CH:7]=1)=[O:5].[NH:18]1[CH:22]=[CH:21][CH:20]=[CH:19]1.C(=O)([O-])[O-].[K+].[K+].O. The catalyst is C1(C)C=CC=CC=1. The product is [Cl:1][C:2]1[CH:16]=[CH:15][C:14]([Cl:17])=[CH:13][C:3]=1[C:4]([C:6]1[CH:11]=[CH:10][C:9]([N:18]2[CH:22]=[CH:21][CH:20]=[CH:19]2)=[CH:8][CH:7]=1)=[O:5]. The yield is 0.793. (4) The reactants are [CH:1]1([C@@H:7]([NH:9][C:10]([C:12]2[C:21]3[C:16](=[CH:17][CH:18]=[CH:19][CH:20]=3)[N:15]=[C:14]([C:22]3[CH:27]=[CH:26][CH:25]=[CH:24][CH:23]=3)[C:13]=2[CH2:28]Br)=[O:11])[CH3:8])[CH2:6][CH2:5][CH2:4][CH2:3][CH2:2]1.[C:30]([CH2:33][NH:34][CH2:35][C:36]([OH:38])=[O:37])([OH:32])=[O:31].C(N(C(C)C)C(C)C)C. The catalyst is C(#N)C. The product is [C:30]([CH2:33][N:34]([CH2:35][C:36]([OH:38])=[O:37])[CH2:28][C:13]1[C:14]([C:22]2[CH:27]=[CH:26][CH:25]=[CH:24][CH:23]=2)=[N:15][C:16]2[C:21]([C:12]=1[C:10](=[O:11])[NH:9][C@H:7]([CH:1]1[CH2:6][CH2:5][CH2:4][CH2:3][CH2:2]1)[CH3:8])=[CH:20][CH:19]=[CH:18][CH:17]=2)([OH:32])=[O:31]. The yield is 0.720. (5) The reactants are [C:1]([C:5]1[C:10]([N+:11]([O-:13])=[O:12])=[CH:9][C:8]([NH:14][C:15]#[C:16][Si](C)(C)C)=[CH:7][CH:6]=1)([CH3:4])([CH3:3])[CH3:2]. The catalyst is CN(C=O)C.[Cu]I. The product is [C:1]([C:5]1[CH:6]=[C:7]2[C:8](=[CH:9][C:10]=1[N+:11]([O-:13])=[O:12])[NH:14][CH:15]=[CH:16]2)([CH3:4])([CH3:3])[CH3:2]. The yield is 0.690. (6) The reactants are [OH:1][C:2]([C:35]1[S:36][CH:37]=[CH:38][CH:39]=1)([C:30]1[S:31][CH:32]=[CH:33][CH:34]=1)[C:3]([O:5][C@H:6]1[CH2:11][CH2:10][C@H:9]([N:12]([CH2:14][CH2:15][CH2:16][C:17]2[O:21][N:20]=[C:19]([C:22]3[CH:27]=[CH:26][C:25]([CH2:28][OH:29])=[CH:24][CH:23]=3)[N:18]=2)[CH3:13])[CH2:8][CH2:7]1)=[O:4]. The catalyst is C(Cl)(Cl)Cl.[O-2].[Mn+2]. The product is [OH:1][C:2]([C:30]1[S:31][CH:32]=[CH:33][CH:34]=1)([C:35]1[S:36][CH:37]=[CH:38][CH:39]=1)[C:3]([O:5][C@H:6]1[CH2:7][CH2:8][C@H:9]([N:12]([CH2:14][CH2:15][CH2:16][C:17]2[O:21][N:20]=[C:19]([C:22]3[CH:27]=[CH:26][C:25]([CH:28]=[O:29])=[CH:24][CH:23]=3)[N:18]=2)[CH3:13])[CH2:10][CH2:11]1)=[O:4]. The yield is 0.980. (7) The reactants are [Cl:1][C:2]1[CH:7]=[C:6]([C:8]([O:10]C)=[O:9])[CH:5]=[C:4]([Cl:12])[C:3]=1[C:13]([O:15][CH3:16])=[O:14].[OH-].[Na+]. The catalyst is O1CCCC1.O. The product is [Cl:1][C:2]1[CH:7]=[C:6]([CH:5]=[C:4]([Cl:12])[C:3]=1[C:13]([O:15][CH3:16])=[O:14])[C:8]([OH:10])=[O:9]. The yield is 0.850.